From a dataset of Full USPTO retrosynthesis dataset with 1.9M reactions from patents (1976-2016). Predict the reactants needed to synthesize the given product. (1) The reactants are: [CH2:1]([C:3]1[N:4]=[C:5]([NH2:8])[S:6][CH:7]=1)[CH3:2].[Cl:9][C:10]1[C:11]([CH3:20])=[C:12]([S:16](Cl)(=[O:18])=[O:17])[CH:13]=[CH:14][CH:15]=1. Given the product [Cl:9][C:10]1[C:11]([CH3:20])=[C:12]([S:16]([NH:8][C:5]2[S:6][CH:7]=[C:3]([CH2:1][CH3:2])[N:4]=2)(=[O:18])=[O:17])[CH:13]=[CH:14][CH:15]=1, predict the reactants needed to synthesize it. (2) Given the product [C:10]([C:9]1[N:5]([CH3:4])[C:6]([C:32]2[CH:30]=[CH:33][C:35]([NH:1][C:2]#[N:3])=[CH:36][C:37]=2[O:38][CH3:39])=[CH:7][CH:8]=1)#[N:11], predict the reactants needed to synthesize it. The reactants are: [N:1]#[C:2][NH2:3].[CH3:4][N:5]1[C:9]([C:10]#[N:11])=[CH:8][CH:7]=[C:6]1B(O)O.C(=O)([O-])[O-].[K+].[K+].C(P([C:30]([CH3:33])([CH3:32])C)C(C)(C)C)(C)(C)C.[Br-].[CH2:35]1[CH2:39][O:38][CH2:37][CH2:36]1. (3) The reactants are: B(Br)(Br)Br.[Cl:5][C:6]1[N:11]=[C:10]([O:12]C)[C:9]([NH:14][S:15]([CH2:18][C:19]2[CH:24]=[C:23]([Cl:25])[CH:22]=[C:21]([Cl:26])[CH:20]=2)(=[O:17])=[O:16])=[CH:8][N:7]=1. Given the product [Cl:5][C:6]1[N:11]=[C:10]([OH:12])[C:9]([NH:14][S:15]([CH2:18][C:19]2[CH:20]=[C:21]([Cl:26])[CH:22]=[C:23]([Cl:25])[CH:24]=2)(=[O:17])=[O:16])=[CH:8][N:7]=1, predict the reactants needed to synthesize it. (4) Given the product [C:11]([S:15][C:16](=[O:21])[CH:17]([CH2:2][C:3]1[CH:8]=[CH:7][C:6]([F:9])=[CH:5][C:4]=1[F:10])[C:18](=[O:20])[CH3:19])([CH3:14])([CH3:12])[CH3:13], predict the reactants needed to synthesize it. The reactants are: Br[CH2:2][C:3]1[CH:8]=[CH:7][C:6]([F:9])=[CH:5][C:4]=1[F:10].[C:11]([S:15][C:16](=[O:21])[CH2:17][C:18](=[O:20])[CH3:19])([CH3:14])([CH3:13])[CH3:12]. (5) The reactants are: [CH:1](=O)[C:2]1[CH:7]=[CH:6][CH:5]=[CH:4][CH:3]=1.[C:9](#[N:13])[CH2:10][C:11]#[N:12].C(N(CC)CC)C.[CH3:21][N:22]1[C:26](=[O:27])[CH2:25][C:24]([C:28]2[CH:33]=[CH:32][CH:31]=[CH:30][CH:29]=2)=[N:23]1. Given the product [NH2:12][C:11]1[O:27][C:26]2[N:22]([CH3:21])[N:23]=[C:1]([C:2]3[CH:7]=[CH:6][CH:5]=[CH:4][CH:3]=3)[C:25]=2[CH:24]([C:28]2[CH:33]=[CH:32][CH:31]=[CH:30][CH:29]=2)[C:10]=1[C:9]#[N:13], predict the reactants needed to synthesize it. (6) Given the product [Cl:1][C:2]1[S:3][C:4]([C:7]([N:11]([CH3:12])[CH3:10])=[O:9])=[CH:5][N:6]=1, predict the reactants needed to synthesize it. The reactants are: [Cl:1][C:2]1[S:3][C:4]([C:7]([OH:9])=O)=[CH:5][N:6]=1.[CH3:10][NH:11][CH3:12].CN(C(ON1N=NC2C=CC=NC1=2)=[N+](C)C)C.F[P-](F)(F)(F)(F)F.CCN(C(C)C)C(C)C.